From a dataset of Forward reaction prediction with 1.9M reactions from USPTO patents (1976-2016). Predict the product of the given reaction. Given the reactants C(O)(C(F)(F)F)=O.O.C(O[Na])(C)=O.N1C=C[CH:17]=[C:16]2[C:20]([O:22][C:23](=O)[N:15]12)=[O:21].[C:25](#[N:27])C, predict the reaction product. The product is: [N:15]1[CH:23]=[CH:25][N:27]=[CH:17][C:16]=1[C:20]([OH:22])=[O:21].